Predict which catalyst facilitates the given reaction. From a dataset of Catalyst prediction with 721,799 reactions and 888 catalyst types from USPTO. (1) Reactant: [F-].[K+].[C:3](=O)([O-])O.[K+].OO.C[Si](C)(C[CH2:19][C:20]([CH3:26])([CH3:25])[CH2:21][CH:22]([OH:24])[CH3:23])C1C=CC=CN=1.[CH3:28][OH:29]. Product: [CH3:3][C:22]([OH:24])([CH2:21][C:20]([CH3:19])([CH3:25])[CH2:26][CH2:28][OH:29])[CH3:23]. The catalyst class is: 30. (2) Reactant: [CH2:1]([N:8]1[CH2:13][C:12]([CH3:15])([CH3:14])[C:11](Cl)=[C:10]([CH:17]=O)[CH2:9]1)[C:2]1[CH:7]=[CH:6][CH:5]=[CH:4][CH:3]=1.[SH:19][CH2:20][C:21]([O:23][CH2:24][CH3:25])=[O:22].C(N(CC)CC)C. Product: [CH2:1]([N:8]1[CH2:13][C:12]([CH3:14])([CH3:15])[C:11]2[S:19][C:20]([C:21]([O:23][CH2:24][CH3:25])=[O:22])=[CH:17][C:10]=2[CH2:9]1)[C:2]1[CH:3]=[CH:4][CH:5]=[CH:6][CH:7]=1. The catalyst class is: 2.